Dataset: Catalyst prediction with 721,799 reactions and 888 catalyst types from USPTO. Task: Predict which catalyst facilitates the given reaction. (1) Reactant: [CH2:1]([C:8]1[CH:13]=[C:12](Br)[CH:11]=[CH:10][C:9]=1[O:15][CH3:16])[C:2]1[CH:7]=[CH:6][CH:5]=[CH:4][CH:3]=1.[B:17]1([B:17]2[O:21][C:20]([CH3:23])([CH3:22])[C:19]([CH3:25])([CH3:24])[O:18]2)[O:21][C:20]([CH3:23])([CH3:22])[C:19]([CH3:25])([CH3:24])[O:18]1.CC([O-])=O.[K+].O. Product: [CH2:1]([C:8]1[CH:13]=[C:12]([B:17]2[O:21][C:20]([CH3:23])([CH3:22])[C:19]([CH3:25])([CH3:24])[O:18]2)[CH:11]=[CH:10][C:9]=1[O:15][CH3:16])[C:2]1[CH:7]=[CH:6][CH:5]=[CH:4][CH:3]=1. The catalyst class is: 16. (2) Reactant: [CH3:1][C@H:2]1[C:24](=[O:25])[C:23]2[C@H:12]([C@H:13]3[C@@H:21]([CH:22]=2)[C@H:20]2[C@@H:16]([CH2:17][C@@H:18]([O:26][C@@H:27]4[O:32][C@@H:31]([CH3:33])[C@H:30]([O:34][CH3:35])[C@@H:29]([O:36][CH3:37])[C@H:28]4[O:38][CH3:39])[CH2:19]2)[CH:15]=[CH:14]3)[CH2:11][C:9](=[O:10])[O:8][C@@H:7]([CH:40]2[CH2:43][CH2:42][CH2:41]2)[CH2:6][CH2:5][CH2:4][C@@H:3]1[O:44][C@@H:45]1[O:50][C@H:49]([CH3:51])[C@@H:48]([N:52]([CH3:54])[CH3:53])[CH2:47][CH2:46]1. Product: [CH3:1][C@H:2]1[C:24](=[O:25])[C:23]2[C@H:12]([C@H:13]3[C@@H:21]([CH:22]=2)[C@H:20]2[C@@H:16]([CH2:17][C@@H:18]([O:26][C@@H:27]4[O:32][C@@H:31]([CH3:33])[C@H:30]([O:34][CH3:35])[C@@H:29]([O:36][CH3:37])[C@H:28]4[O:38][CH3:39])[CH2:19]2)[CH2:15][CH2:14]3)[CH2:11][C:9](=[O:10])[O:8][C@@H:7]([CH:40]2[CH2:43][CH2:42][CH2:41]2)[CH2:6][CH2:5][CH2:4][C@@H:3]1[O:44][C@@H:45]1[O:50][C@H:49]([CH3:51])[C@@H:48]([N:52]([CH3:53])[CH3:54])[CH2:47][CH2:46]1. The catalyst class is: 234. (3) Reactant: [OH:1][C:2]1[CH:7]=[CH:6][C:5](B(O)O)=[CH:4][CH:3]=1.Br[C:12]1[C:13]2[N:14]([CH:18]=[C:19]([CH3:21])[N:20]=2)[CH:15]=[CH:16][CH:17]=1.C(=O)([O-])[O-].[Na+].[Na+].COCCOC. Product: [CH3:21][C:19]1[N:20]=[C:13]2[C:12]([C:5]3[CH:6]=[CH:7][C:2]([OH:1])=[CH:3][CH:4]=3)=[CH:17][CH:16]=[CH:15][N:14]2[CH:18]=1. The catalyst class is: 103. (4) Reactant: [C:1]([C:3]1[CH:4]=[C:5]([C:13]([N:15]([CH2:17][C@H:18]([C:22]2[CH:27]=[CH:26][C:25]([Cl:28])=[C:24]([Cl:29])[CH:23]=2)[CH2:19][CH:20]=O)[CH3:16])=[O:14])[C:6]2[C:11]([CH:12]=1)=[CH:10][CH:9]=[CH:8][CH:7]=2)#[N:2].Cl.Cl.[NH:32]1[CH2:35][CH:34]([N:36]2[CH2:40][CH2:39][CH:38]([OH:41])[CH2:37]2)[CH2:33]1.[C:42]([O:45][BH-]([O:45][C:42](=[O:44])[CH3:43])[O:45][C:42](=[O:44])[CH3:43])(=[O:44])[CH3:43].[Na+]. Product: [C:42]([O-:45])(=[O:44])[CH3:43].[NH4+:2].[C:42]([OH:45])(=[O:44])[CH3:43].[C:1]([C:3]1[CH:4]=[C:5]([C:13]([N:15]([CH2:17][C@H:18]([C:22]2[CH:27]=[CH:26][C:25]([Cl:28])=[C:24]([Cl:29])[CH:23]=2)[CH2:19][CH2:20][N:32]2[CH2:35][CH:34]([N:36]3[CH2:40][CH2:39][CH:38]([OH:41])[CH2:37]3)[CH2:33]2)[CH3:16])=[O:14])[C:6]2[C:11]([CH:12]=1)=[CH:10][CH:9]=[CH:8][CH:7]=2)#[N:2]. The catalyst class is: 61. (5) Reactant: [CH3:1][O:2][C:3]([C:5]1[CH:10]=[CH:9][C:8]([C:11]2[C:12]([CH3:42])([CH3:41])[C@H:13]3[C@:26]([CH3:29])([CH2:27][CH:28]=2)[C@@H:25]2[C@:16]([CH3:40])([C@@:17]4([CH3:39])[C@H:22]([CH2:23][CH2:24]2)[C@H:21]2[C@H:30]([C:33]([CH3:35])=[CH2:34])[CH2:31][CH2:32][C@:20]2([C:36](O)=[O:37])[CH2:19][CH2:18]4)[CH2:15][CH2:14]3)=[CH:7][CH:6]=1)=[O:4].C(Cl)(=O)C(Cl)=O.[C:49]([O:53][C:54](=[O:61])[N:55]([CH2:57][CH2:58][CH2:59][NH2:60])[CH3:56])([CH3:52])([CH3:51])[CH3:50]. Product: [C:49]([O:53][C:54]([N:55]([CH3:56])[CH2:57][CH2:58][CH2:59][NH:60][C:36]([C@:20]12[CH2:32][CH2:31][C@@H:30]([C:33]([CH3:35])=[CH2:34])[C@@H:21]1[C@@H:22]1[C@@:17]([CH3:39])([CH2:18][CH2:19]2)[C@@:16]2([CH3:40])[C@@H:25]([C@:26]3([CH3:29])[C@@H:13]([CH2:14][CH2:15]2)[C:12]([CH3:42])([CH3:41])[C:11]([C:8]2[CH:7]=[CH:6][C:5]([C:3]([O:2][CH3:1])=[O:4])=[CH:10][CH:9]=2)=[CH:28][CH2:27]3)[CH2:24][CH2:23]1)=[O:37])=[O:61])([CH3:52])([CH3:50])[CH3:51]. The catalyst class is: 325. (6) Reactant: [CH2:1]([N:8]1[C:12]2[N:13]=[CH:14][N:15]=[C:16](Cl)[C:11]=2[C:10]([C:18]([F:21])([F:20])[F:19])=[CH:9]1)[C:2]1[CH:7]=[CH:6][CH:5]=[CH:4][CH:3]=1.[NH4+:22].[OH-]. Product: [CH2:1]([N:8]1[C:12]2[N:13]=[CH:14][N:15]=[C:16]([NH2:22])[C:11]=2[C:10]([C:18]([F:21])([F:20])[F:19])=[CH:9]1)[C:2]1[CH:7]=[CH:6][CH:5]=[CH:4][CH:3]=1. The catalyst class is: 12. (7) Reactant: C(OC([N:8]1[CH2:13][CH2:12][N:11]([C:14]2[CH:19]=[CH:18][CH:17]=[C:16]([CH2:20][N:21]3[C:27](=[O:28])[CH2:26][CH2:25][CH2:24][C:23]4[CH:29]=[CH:30][CH:31]=[CH:32][C:22]3=4)[CH:15]=2)[CH2:10][CH2:9]1)=O)(C)(C)C. Product: [N:11]1([C:14]2[CH:15]=[C:16]([CH:17]=[CH:18][CH:19]=2)[CH2:20][N:21]2[C:27](=[O:28])[CH2:26][CH2:25][CH2:24][C:23]3[CH:29]=[CH:30][CH:31]=[CH:32][C:22]2=3)[CH2:12][CH2:13][NH:8][CH2:9][CH2:10]1. The catalyst class is: 55.